This data is from Full USPTO retrosynthesis dataset with 1.9M reactions from patents (1976-2016). The task is: Predict the reactants needed to synthesize the given product. (1) Given the product [Br:3][C:4]1[CH:9]=[C:8]([O:10][CH2:11][CH:12]2[CH2:13][CH2:14]2)[CH:7]=[CH:6][C:5]=1[CH2:15][C:16]([OH:18])=[O:17], predict the reactants needed to synthesize it. The reactants are: [OH-].[Na+].[Br:3][C:4]1[CH:9]=[C:8]([O:10][CH2:11][CH:12]2[CH2:14][CH2:13]2)[CH:7]=[CH:6][C:5]=1[CH2:15][C:16]([O:18]CC1CC1)=[O:17].O. (2) Given the product [OH:1][CH2:2][CH2:3][O:4][CH2:5][CH2:6][N:7]1[CH2:12][CH2:11][N:10]([CH2:19][C:18]([O:17][C:13]([CH3:16])([CH3:15])[CH3:14])=[O:21])[CH2:9][CH2:8]1, predict the reactants needed to synthesize it. The reactants are: [OH:1][CH2:2][CH2:3][O:4][CH2:5][CH2:6][N:7]1[CH2:12][CH2:11][NH:10][CH2:9][CH2:8]1.[C:13]([O:17][C:18](=[O:21])[CH2:19]Br)([CH3:16])([CH3:15])[CH3:14].N(CCO)(CCO)CCO.[NH4+].[Cl-]. (3) Given the product [C:27]([C:22]1[CH:23]=[CH:24][CH:25]=[CH:26][C:21]=1[N:18]1[CH2:19][CH2:20][N:15]([C:13]([CH:12]2[CH2:11][CH2:10][C:9](=[O:31])[N:8]2[CH2:1][C:2]([OH:36])=[O:32])=[O:14])[CH2:16][CH2:17]1)([CH3:30])([CH3:29])[CH3:28], predict the reactants needed to synthesize it. The reactants are: [CH2:1]([N:8]1[CH:12]([C:13]([N:15]2[CH2:20][CH2:19][N:18]([C:21]3[CH:26]=[CH:25][CH:24]=[CH:23][C:22]=3[C:27]([CH3:30])([CH3:29])[CH3:28])[CH2:17][CH2:16]2)=[O:14])[CH2:11][CH2:10][C:9]1=[O:31])[C:2]1C=CC=CC=1.[OH-:32].[Li+].Cl.C[OH:36]. (4) Given the product [Cl:3][C:4]1[CH:5]=[C:6]([NH:18][C:19]2[C:20]3[N:27]([CH2:28][CH2:29][N:30]([CH3:31])[C:37](=[O:39])[CH2:36][S:33]([CH3:32])(=[O:35])=[O:34])[CH:26]=[CH:25][C:21]=3[N:22]=[CH:23][N:24]=2)[CH:7]=[CH:8][C:9]=1[O:10][C:11]1[CH:16]=[CH:15][CH:14]=[C:13]([Cl:17])[CH:12]=1, predict the reactants needed to synthesize it. The reactants are: Cl.Cl.[Cl:3][C:4]1[CH:5]=[C:6]([NH:18][C:19]2[C:20]3[N:27]([CH2:28][CH2:29][NH:30][CH3:31])[CH:26]=[CH:25][C:21]=3[N:22]=[CH:23][N:24]=2)[CH:7]=[CH:8][C:9]=1[O:10][C:11]1[CH:16]=[CH:15][CH:14]=[C:13]([Cl:17])[CH:12]=1.[CH3:32][S:33]([CH2:36][C:37]([OH:39])=O)(=[O:35])=[O:34].ON1C2C=CC=CC=2N=N1.C(N=C=NCCCN(C)C)C.Cl. (5) Given the product [CH3:1][S:2]([C:5]1[CH:6]=[C:7]2[C:11](=[CH:12][CH:13]=1)[N:10]([NH2:20])[CH:9]=[CH:8]2)(=[O:4])=[O:3], predict the reactants needed to synthesize it. The reactants are: [CH3:1][S:2]([C:5]1[CH:6]=[C:7]2[C:11](=[CH:12][CH:13]=1)[NH:10][CH:9]=[CH:8]2)(=[O:4])=[O:3].CC(C)([O-])C.[K+].[NH2:20]Cl. (6) Given the product [Br:15][C:12]1[CH:13]=[CH:14][C:9]([CH2:8][CH2:7][CH2:6][NH:27][CH2:26][CH2:25][CH2:24][O:23][CH3:22])=[CH:10][CH:11]=1, predict the reactants needed to synthesize it. The reactants are: CS(O[CH2:6][CH2:7][CH2:8][C:9]1[CH:14]=[CH:13][C:12]([Br:15])=[CH:11][CH:10]=1)(=O)=O.C([O-])([O-])=O.[K+].[K+].[CH3:22][O:23][CH2:24][CH2:25][CH2:26][NH2:27]. (7) Given the product [CH2:9]([O:8][CH2:7][O:6][CH2:5][C@H:4]([CH3:16])[CH2:3][OH:2])[C:10]1[CH:15]=[CH:14][CH:13]=[CH:12][CH:11]=1, predict the reactants needed to synthesize it. The reactants are: C[O:2][C:3](=O)[C@H:4]([CH3:16])[CH2:5][O:6][CH2:7][O:8][CH2:9][C:10]1[CH:15]=[CH:14][CH:13]=[CH:12][CH:11]=1.[H-].[Al+3].[Li+].[H-].[H-].[H-]. (8) The reactants are: Br[CH:2]([C:8]1[S:9][CH:10]=[C:11]([C:13]2[CH:18]=[CH:17][C:16]([Cl:19])=[CH:15][CH:14]=2)[N:12]=1)[C:3]([N:5]([CH3:7])[CH3:6])=[O:4].C([O-])([O-])=O.[K+].[K+].[F:26][C:27]1[C:35]([OH:36])=[CH:34][CH:33]=[C:32]([F:37])[C:28]=1[C:29]([NH2:31])=[O:30]. Given the product [Cl:19][C:16]1[CH:17]=[CH:18][C:13]([C:11]2[N:12]=[C:8]([CH:2]([O:36][C:35]3[C:27]([F:26])=[C:28]([C:32]([F:37])=[CH:33][CH:34]=3)[C:29]([NH2:31])=[O:30])[C:3]([N:5]([CH3:7])[CH3:6])=[O:4])[S:9][CH:10]=2)=[CH:14][CH:15]=1, predict the reactants needed to synthesize it. (9) Given the product [C:3]([O:7][C:8]([NH:10][C@H:11]([C:12]([OH:14])=[O:13])[CH2:22][C:23]1[CH:28]=[CH:27][CH:26]=[C:25]([I:29])[CH:24]=1)=[O:9])([CH3:6])([CH3:4])[CH3:5], predict the reactants needed to synthesize it. The reactants are: [OH-].[Na+].[C:3]([O:7][C:8]([NH:10][C:11]([CH2:22][C:23]1[CH:28]=[CH:27][CH:26]=[C:25]([I:29])[CH:24]=1)(C(OCC)=O)[C:12]([O:14]CC)=[O:13])=[O:9])([CH3:6])([CH3:5])[CH3:4].C(O)C.Cl. (10) Given the product [CH3:12][C:9]1[CH:10]=[C:11]2[C:6](=[CH:7][CH:8]=1)[N:5]=[C:4]([N:13]1[CH2:19][C:18]3[CH:20]=[CH:21][CH:22]=[CH:23][C:17]=3[S:16](=[O:25])(=[O:24])[CH2:15][CH2:14]1)[CH:3]=[C:2]2[S:32][C:26]1[CH:31]=[CH:30][CH:29]=[CH:28][CH:27]=1, predict the reactants needed to synthesize it. The reactants are: Cl[C:2]1[C:11]2[C:6](=[CH:7][CH:8]=[C:9]([CH3:12])[CH:10]=2)[N:5]=[C:4]([N:13]2[CH2:19][C:18]3[CH:20]=[CH:21][CH:22]=[CH:23][C:17]=3[S:16](=[O:25])(=[O:24])[CH2:15][CH2:14]2)[CH:3]=1.[C:26]1([SH:32])[CH:31]=[CH:30][CH:29]=[CH:28][CH:27]=1.